This data is from Peptide-MHC class II binding affinity with 134,281 pairs from IEDB. The task is: Regression. Given a peptide amino acid sequence and an MHC pseudo amino acid sequence, predict their binding affinity value. This is MHC class II binding data. (1) The peptide sequence is TQVRYSLDMLVTEMFREYNH. The MHC is HLA-DQA10501-DQB10201 with pseudo-sequence HLA-DQA10501-DQB10201. The binding affinity (normalized) is 0.270. (2) The peptide sequence is ECKYFAATQFEPLAA. The MHC is HLA-DQA10501-DQB10201 with pseudo-sequence HLA-DQA10501-DQB10201. The binding affinity (normalized) is 0.527. (3) The peptide sequence is EEDIEIIPIQEEEY. The MHC is H-2-IEk with pseudo-sequence H-2-IEk. The binding affinity (normalized) is 0.0728. (4) The peptide sequence is QGSVITVQGADDIKK. The MHC is DRB1_0802 with pseudo-sequence DRB1_0802. The binding affinity (normalized) is 0.341. (5) The peptide sequence is GAVFLGFLGAAGSTMG. The MHC is HLA-DQA10101-DQB10501 with pseudo-sequence HLA-DQA10101-DQB10501. The binding affinity (normalized) is 0.430. (6) The peptide sequence is EKKYFAATQFEPLAM. The MHC is HLA-DPA10201-DPB10101 with pseudo-sequence HLA-DPA10201-DPB10101. The binding affinity (normalized) is 0.712. (7) The peptide sequence is KYFAATQFEPLAA. The MHC is HLA-DPA10103-DPB10201 with pseudo-sequence HLA-DPA10103-DPB10201. The binding affinity (normalized) is 0. (8) The peptide sequence is KWVQMCSRTLKNSHQ. The MHC is DRB1_0701 with pseudo-sequence DRB1_0701. The binding affinity (normalized) is 0.648. (9) The binding affinity (normalized) is 0.384. The MHC is DRB1_1501 with pseudo-sequence DRB1_1501. The peptide sequence is DLPVLDQLTDPPGVRRVYHIQAGLPDPFQPPS. (10) The peptide sequence is GGSVIRISSANPEDL. The MHC is DRB1_1501 with pseudo-sequence DRB1_1501. The binding affinity (normalized) is 0.348.